This data is from Full USPTO retrosynthesis dataset with 1.9M reactions from patents (1976-2016). The task is: Predict the reactants needed to synthesize the given product. Given the product [CH:33]1[C:34]2[CH2:46][C:41]3[C:40](=[CH:39][CH:44]=[CH:43][CH:42]=3)[C:35]=2[CH:36]=[CH:37][C:47]=1[CH2:48][O:17][C:16]([NH:2][CH2:3][CH2:4][O:5][C:6]1[CH:14]=[CH:13][C:9]([C:10]([OH:12])=[O:11])=[C:8]([OH:15])[CH:7]=1)=[O:19], predict the reactants needed to synthesize it. The reactants are: Cl.[NH2:2][CH2:3][CH2:4][O:5][C:6]1[CH:14]=[CH:13][C:9]([C:10]([OH:12])=[O:11])=[C:8]([OH:15])[CH:7]=1.[C:16](=[O:19])([O-])[O-:17].[Na+].[Na+].C1C(=O)N(OC(O[CH2:33][CH:34]2[C:46]3[C:41](=[CH:42][CH:43]=[CH:44]C=3)[C:40]3[C:35]2=[CH:36][CH:37]=C[CH:39]=3)=O)C(=O)C1.[CH3:47][C:48](C)=O.O.